Dataset: Reaction yield outcomes from USPTO patents with 853,638 reactions. Task: Predict the reaction yield, written as a fraction of the theoretical maximum amount of product (1.0 means a 100% yield; for example, 0.34 means a 34% yield). (1) The reactants are [NH2:1][C:2]1[N:24]=[C:23](Cl)[CH:22]=[CH:21][C:3]=1[C:4]([NH:6][CH2:7][C:8]1[CH:12]=[CH:11][N:10]([CH2:13][C:14]2[CH:19]=[CH:18][CH:17]=[C:16]([F:20])[CH:15]=2)[CH:9]=1)=[O:5].[CH3:26][NH2:27]. The catalyst is CS(C)=O.C(N(CC)C(C)C)(C)C.[Cl-].[Na+].O. The product is [NH2:1][C:2]1[N:24]=[C:23]([NH:27][CH3:26])[CH:22]=[CH:21][C:3]=1[C:4]([NH:6][CH2:7][C:8]1[CH:12]=[CH:11][N:10]([CH2:13][C:14]2[CH:19]=[CH:18][CH:17]=[C:16]([F:20])[CH:15]=2)[CH:9]=1)=[O:5]. The yield is 0.150. (2) The catalyst is O1CCCC1.CCO.CCCCCC. The yield is 0.550. The reactants are [CH3:1][C:2]1[CH:31]=[CH:30][C:5]([C:6]([NH:8][C:9]2[C:22]3[C:21](=[O:23])[C:20]4[C:15](=[CH:16][CH:17]=[CH:18][CH:19]=4)[C:14](=[O:24])[C:13]=3[CH:12]=[CH:11][C:10]=2[NH:25][C:26](=[O:29])[CH2:27]Cl)=[O:7])=[CH:4][CH:3]=1.CCN(C(C)C)C(C)C.[O:41]1[C:45]2([CH2:50][CH2:49][NH:48][CH2:47][CH2:46]2)[O:44][CH2:43][CH2:42]1.C(OCC)(=O)C. The product is [CH3:1][C:2]1[CH:31]=[CH:30][C:5]([C:6]([NH:8][C:9]2[C:22]3[C:21](=[O:23])[C:20]4[C:15](=[CH:16][CH:17]=[CH:18][CH:19]=4)[C:14](=[O:24])[C:13]=3[CH:12]=[CH:11][C:10]=2[NH:25][C:26](=[O:29])[CH2:27][N:48]2[CH2:49][CH2:50][C:45]3([O:44][CH2:43][CH2:42][O:41]3)[CH2:46][CH2:47]2)=[O:7])=[CH:4][CH:3]=1. (3) The reactants are C[O:2][C:3]([C:5]1[CH:9]=[C:8]([C:10]2[CH:15]=[CH:14][CH:13]=[C:12]([N+:16]([O-:18])=[O:17])[C:11]=2[O:19][CH3:20])[O:7][C:6]=1[CH3:21])=[O:4].[OH-].[Na+]. The catalyst is CO. The product is [CH3:20][O:19][C:11]1[C:12]([N+:16]([O-:18])=[O:17])=[CH:13][CH:14]=[CH:15][C:10]=1[C:8]1[O:7][C:6]([CH3:21])=[C:5]([C:3]([OH:4])=[O:2])[CH:9]=1. The yield is 0.840. (4) The reactants are [F:1][C:2]1[CH:9]=[CH:8][C:5]([CH:6]=O)=[CH:4][CH:3]=1.[CH3:10][C:11]1(C)[O:16]C(=O)CC(=O)O1.[C:20]([O:26][CH3:27])(=[O:25])[CH2:21][C:22]([CH3:24])=O.C([O-])(=O)C.[NH4+:32].[OH-].[Na+]. The catalyst is C(O)(=O)C.CCOC(C)=O.O. The product is [F:1][C:2]1[CH:9]=[CH:8][C:5]([CH:6]2[CH2:10][C:11](=[O:16])[NH:32][C:22]([CH3:24])=[C:21]2[C:20]([O:26][CH3:27])=[O:25])=[CH:4][CH:3]=1. The yield is 0.200.